Dataset: Catalyst prediction with 721,799 reactions and 888 catalyst types from USPTO. Task: Predict which catalyst facilitates the given reaction. (1) Reactant: [F-].C([N+](CCCC)(CCCC)CCCC)CCC.[NH2:19][C:20]1[C:29]2[CH:28]=[N:27][C:26]([S:30][CH3:31])=[N:25][C:24]=2[N:23]([C@H:32]2[CH2:36][CH2:35][C@H:34]([O:37][Si](C(C)(C)C)(C)C)[CH2:33]2)[C:22](=[O:45])[CH:21]=1. Product: [NH2:19][C:20]1[C:29]2[CH:28]=[N:27][C:26]([S:30][CH3:31])=[N:25][C:24]=2[N:23]([C@H:32]2[CH2:36][CH2:35][C@H:34]([OH:37])[CH2:33]2)[C:22](=[O:45])[CH:21]=1. The catalyst class is: 1. (2) The catalyst class is: 40. Product: [CH3:21][C:13]1[CH:14]=[CH:15][C:16]([N+:18]([O-:20])=[O:19])=[CH:17][C:12]=1[N:7]1[CH2:8][CH2:9][C:10]2[N:37]=[C:36]([NH:35][C:32]3[CH:31]=[CH:30][C:29]([N:26]4[CH2:27][CH2:28][N:23]([CH3:22])[CH2:24][CH2:25]4)=[CH:34][CH:33]=3)[N:38]=[CH:4][C:5]=2[CH2:6]1. Reactant: CN([CH:4]=[C:5]1[C:10](=O)[CH2:9][CH2:8][N:7]([C:12]2[CH:17]=[C:16]([N+:18]([O-:20])=[O:19])[CH:15]=[CH:14][C:13]=2[CH3:21])[CH2:6]1)C.[CH3:22][N:23]1[CH2:28][CH2:27][N:26]([C:29]2[CH:34]=[CH:33][C:32]([NH:35][C:36]([NH2:38])=[NH:37])=[CH:31][CH:30]=2)[CH2:25][CH2:24]1.C([O-])(=O)C.[Na+]. (3) Reactant: CS(O[CH2:6][CH2:7][O:8][C:9]1[CH:14]=[CH:13][C:12]([CH2:15][N:16]([C:31]([O:33][C:34]([CH3:37])([CH3:36])[CH3:35])=[O:32])[CH2:17][C@H:18]([OH:30])[C:19]2[C:27]3[S:26][C:25](=[O:28])[NH:24][C:23]=3[C:22]([OH:29])=[CH:21][CH:20]=2)=[CH:11][CH:10]=1)(=O)=O.FC(F)(F)C(O)=O.[CH3:45][C:46]1[S:50][C:49]([C:51]([N:53]2[CH2:58][C:57]3([CH2:63][CH2:62][NH:61][CH2:60][CH2:59]3)[O:56][CH2:55][CH2:54]2)=[O:52])=[CH:48][CH:47]=1.C(N(CC)CC)C. Product: [OH:30][C@H:18]([C:19]1[C:27]2[S:26][C:25](=[O:28])[NH:24][C:23]=2[C:22]([OH:29])=[CH:21][CH:20]=1)[CH2:17][N:16]([CH2:15][C:12]1[CH:11]=[CH:10][C:9]([O:8][CH2:7][CH2:6][N:61]2[CH2:62][CH2:63][C:57]3([O:56][CH2:55][CH2:54][N:53]([C:51]([C:49]4[S:50][C:46]([CH3:45])=[CH:47][CH:48]=4)=[O:52])[CH2:58]3)[CH2:59][CH2:60]2)=[CH:14][CH:13]=1)[C:31](=[O:32])[O:33][C:34]([CH3:37])([CH3:35])[CH3:36]. The catalyst class is: 23.